From a dataset of Forward reaction prediction with 1.9M reactions from USPTO patents (1976-2016). Predict the product of the given reaction. (1) Given the reactants Cl[C:2]1[N:3]=[N:4][C:5]([C:8]2[CH:13]=[CH:12][C:11]([NH:14][C:15](=[O:17])[CH3:16])=[CH:10][CH:9]=2)=[CH:6][CH:7]=1.[CH:18]([N:21]1[CH2:26][CH2:25][NH:24][CH2:23][CH2:22]1)([CH3:20])[CH3:19], predict the reaction product. The product is: [CH:18]([N:21]1[CH2:26][CH2:25][N:24]([C:2]2[N:3]=[N:4][C:5]([C:8]3[CH:13]=[CH:12][C:11]([NH:14][C:15](=[O:17])[CH3:16])=[CH:10][CH:9]=3)=[CH:6][CH:7]=2)[CH2:23][CH2:22]1)([CH3:20])[CH3:19]. (2) The product is: [CH3:12][N:13]1[C:14]([CH2:15][CH2:16][CH2:17][CH:18]=[CH2:19])=[N:10][N:9]=[C:7]1[C:4]1[S:3][C:2]([CH3:1])=[N:6][CH:5]=1. Given the reactants [CH3:1][C:2]1[S:3][C:4]([C:7]([NH:9][NH2:10])=O)=[CH:5][N:6]=1.Cl.[CH3:12][NH:13][C:14](=NC)[CH2:15][CH2:16][CH2:17][CH:18]=[CH2:19], predict the reaction product. (3) Given the reactants [CH3:1][N:2]([CH3:19])[CH2:3][CH2:4][CH:5]([C:7]1[CH:12]=[CH:11][C:10]([C:13]2[CH:18]=[CH:17][N:16]=[CH:15][CH:14]=2)=[CH:9][CH:8]=1)[OH:6].[Cl:20][C:21]1[CH:22]=[C:23]([N:28]=[C:29]=[O:30])[CH:24]=[C:25]([Cl:27])[CH:26]=1, predict the reaction product. The product is: [CH3:19][N:2]([CH3:1])[CH2:3][CH2:4][CH:5]([O:6][C:29](=[O:30])[NH:28][C:23]1[CH:24]=[C:25]([Cl:27])[CH:26]=[C:21]([Cl:20])[CH:22]=1)[C:7]1[CH:12]=[CH:11][C:10]([C:13]2[CH:14]=[CH:15][N:16]=[CH:17][CH:18]=2)=[CH:9][CH:8]=1. (4) Given the reactants [CH3:1][NH:2][C@@H:3]1[C:11]2[C:6](=[CH:7][CH:8]=[CH:9][CH:10]=2)[CH2:5][CH2:4]1.C([NH:31][S:32](=[O:56])(=[O:55])[O:33][CH2:34][C@@H:35]1[C@@H:42]2[C@@H:38]([O:39]C(C)(C)[O:41]2)[C@H:37]([N:45]2[CH:53]=[N:52][C:51]3[C:46]2=[N:47][CH:48]=[N:49][C:50]=3Cl)[O:36]1)(C1C=CC=CC=1)(C1C=CC=CC=1)C1C=CC=CC=1.CCN(C(C)C)C(C)C, predict the reaction product. The product is: [S:32](=[O:56])(=[O:55])([O:33][CH2:34][C@@H:35]1[C@@H:42]([OH:41])[C@@H:38]([OH:39])[C@H:37]([N:45]2[CH:53]=[N:52][C:51]3[C:46]2=[N:47][CH:48]=[N:49][C:50]=3[N:2]([C@@H:3]2[C:11]3[C:6](=[CH:7][CH:8]=[CH:9][CH:10]=3)[CH2:5][CH2:4]2)[CH3:1])[O:36]1)[NH2:31]. (5) Given the reactants [CH3:1][N:2]([C:12]1[CH:13]=[C:14]([O:33][CH2:34][CH2:35][CH2:36][S:37]([CH3:40])(=[O:39])=[O:38])[CH:15]=[C:16]2[C:20]=1[NH:19][C:18]([C:21]1[S:22][CH:23]([CH2:26][N:27]3[CH2:32][CH2:31][S:30][CH2:29][CH2:28]3)[CH2:24][N:25]=1)=[CH:17]2)[S:3]([C:6]1[CH:11]=[CH:10][CH:9]=[CH:8][N:7]=1)(=[O:5])=[O:4].C([OH:43])C.OOS([O-])=O.[K+].S([O-])([O-])=O.[Na+].[Na+], predict the reaction product. The product is: [CH3:1][N:2]([C:12]1[CH:13]=[C:14]([O:33][CH2:34][CH2:35][CH2:36][S:37]([CH3:40])(=[O:38])=[O:39])[CH:15]=[C:16]2[C:20]=1[NH:19][C:18]([C:21]1[S:22][CH:23]([CH2:26][N:27]3[CH2:32][CH2:31][S:30](=[O:43])[CH2:29][CH2:28]3)[CH2:24][N:25]=1)=[CH:17]2)[S:3]([C:6]1[CH:11]=[CH:10][CH:9]=[CH:8][N:7]=1)(=[O:5])=[O:4]. (6) Given the reactants C(OC([NH:8][S:9]([N:12]([C:19]1[CH:23]=[C:22]([C:24]2[CH:29]=[CH:28][CH:27]=[CH:26][CH:25]=2)[S:21][CH:20]=1)[CH:13]([CH3:18])[C:14]([O:16][CH3:17])=[O:15])(=[O:11])=[O:10])=O)(C)(C)C.C(O)(C(F)(F)F)=O, predict the reaction product. The product is: [C:24]1([C:22]2[S:21][CH:20]=[C:19]([N:12]([S:9](=[O:10])(=[O:11])[NH2:8])[CH:13]([CH3:18])[C:14]([O:16][CH3:17])=[O:15])[CH:23]=2)[CH:29]=[CH:28][CH:27]=[CH:26][CH:25]=1.